This data is from Peptide-MHC class II binding affinity with 134,281 pairs from IEDB. The task is: Regression. Given a peptide amino acid sequence and an MHC pseudo amino acid sequence, predict their binding affinity value. This is MHC class II binding data. (1) The peptide sequence is CKDIKLSDISLKLTS. The MHC is HLA-DQA10101-DQB10501 with pseudo-sequence HLA-DQA10101-DQB10501. The binding affinity (normalized) is 0. (2) The peptide sequence is IGNGGPCLFMRTVSH. The MHC is DRB1_0901 with pseudo-sequence DRB1_0901. The binding affinity (normalized) is 0.285. (3) The peptide sequence is SVGTGNCTTNILEAK. The MHC is DRB1_0404 with pseudo-sequence DRB1_0404. The binding affinity (normalized) is 0.253. (4) The peptide sequence is GELQIVDKIDAAFKV. The MHC is DRB1_0101 with pseudo-sequence DRB1_0101. The binding affinity (normalized) is 0.457. (5) The peptide sequence is SGIDTNAYYVMTVGT. The MHC is DRB1_1501 with pseudo-sequence DRB1_1501. The binding affinity (normalized) is 0.406. (6) The peptide sequence is KQDVLCDSKLMSAAI. The MHC is DRB1_0301 with pseudo-sequence DRB1_0301. The binding affinity (normalized) is 0.665.